This data is from Reaction yield outcomes from USPTO patents with 853,638 reactions. The task is: Predict the reaction yield, written as a fraction of the theoretical maximum amount of product (1.0 means a 100% yield; for example, 0.34 means a 34% yield). (1) The reactants are C([N:8]1[CH2:13][CH2:12][CH2:11][CH:10]([N:14]2[C:22]3[C:17](=[CH:18][CH:19]=[CH:20][CH:21]=3)[C:16]([S:23]([C:26]3[CH:31]=[CH:30][CH:29]=[CH:28][CH:27]=3)(=[O:25])=[O:24])=[CH:15]2)[CH2:9]1)C1C=CC=CC=1.[Cl:32]C(OC(Cl)C)=O.C(O)C.CCOCC. The catalyst is ClCCCl. The product is [ClH:32].[C:26]1([S:23]([C:16]2[C:17]3[C:22](=[CH:21][CH:20]=[CH:19][CH:18]=3)[N:14]([CH:10]3[CH2:11][CH2:12][CH2:13][NH:8][CH2:9]3)[CH:15]=2)(=[O:24])=[O:25])[CH:27]=[CH:28][CH:29]=[CH:30][CH:31]=1. The yield is 0.850. (2) The reactants are [NH2:1][C:2]1[C:3]([OH:12])=[C:4]([CH:9]=[CH:10][CH:11]=1)[C:5]([O:7][CH3:8])=[O:6].N1C=CC=CC=1.[F:19][C:20]1[CH:28]=[C:27]([C:29]2[CH:34]=[CH:33][CH:32]=[CH:31][N:30]=2)[CH:26]=[CH:25][C:21]=1[C:22](Cl)=[O:23]. The catalyst is C1(C)C=CC=CC=1. The product is [F:19][C:20]1[CH:28]=[C:27]([C:29]2[CH:34]=[CH:33][CH:32]=[CH:31][N:30]=2)[CH:26]=[CH:25][C:21]=1[C:22]([NH:1][C:2]1[C:3]([OH:12])=[C:4]([CH:9]=[CH:10][CH:11]=1)[C:5]([O:7][CH3:8])=[O:6])=[O:23]. The yield is 0.450. (3) The reactants are [N+:1]([C:4]1[CH:5]=[C:6]([CH:10]=[CH:11][CH:12]=1)[C:7](Cl)=[O:8])([O-:3])=[O:2].[CH3:13][O:14][C:15]1[CH:30]=[CH:29][C:18]([C:19]([NH:21][C:22]2[C:23]([NH2:28])=[CH:24][CH:25]=[CH:26][CH:27]=2)=[O:20])=[CH:17][CH:16]=1. No catalyst specified. The product is [N+:1]([C:4]1[CH:5]=[C:6]([CH:10]=[CH:11][CH:12]=1)[C:7]([NH:28][C:23]1[C:22]([NH:21][C:19](=[O:20])[C:18]2[CH:17]=[CH:16][C:15]([O:14][CH3:13])=[CH:30][CH:29]=2)=[CH:27][CH:26]=[CH:25][CH:24]=1)=[O:8])([O-:3])=[O:2]. The yield is 0.860. (4) The reactants are [CH3:1][S:2]([N:5]1[CH2:9][C@H:8]([S:10]CC2C=CC(OC)=CC=2)[CH2:7][C@H:6]1[CH2:20][O:21][C:22]1[CH:27]=[CH:26][CH:25]=[CH:24][CH:23]=1)(=[O:4])=[O:3].C([SiH](CC)CC)C. No catalyst specified. The product is [CH3:1][S:2]([N:5]1[C@H:6]([CH2:20][O:21][C:22]2[CH:23]=[CH:24][CH:25]=[CH:26][CH:27]=2)[CH2:7][C@@H:8]([SH:10])[CH2:9]1)(=[O:3])=[O:4]. The yield is 0.540. (5) The reactants are [CH:1]1([NH2:5])[CH2:4][CH2:3][CH2:2]1.C(O)(=O)C.C([BH3-])#N.[Na+].[CH2:14]([O:16][C:17](=[O:27])[C:18]([CH:25]=O)([CH3:24])[CH2:19][CH2:20][CH:21]([CH3:23])[CH3:22])[CH3:15]. The catalyst is C(O)C. The product is [CH2:14]([O:16][C:17](=[O:27])[C:18]([CH2:24][NH:5][CH:1]1[CH2:4][CH2:3][CH2:2]1)([CH3:25])[CH2:19][CH2:20][CH:21]([CH3:22])[CH3:23])[CH3:15]. The yield is 0.480. (6) The reactants are [NH:1]1[CH2:6][CH2:5][CH:4]([O:7][C:8]2[CH:9]=[C:10]3[C:14](=[CH:15][CH:16]=2)[NH:13][N:12]=[CH:11]3)[CH2:3][CH2:2]1.C([BH3-])#N.[Na+].[Na].[C:22](=O)([O-])O.[Na+].[C:27](O)(=O)[CH3:28]. The yield is 0.310. The product is [CH:27]([N:1]1[CH2:2][CH2:3][CH:4]([O:7][C:8]2[CH:9]=[C:10]3[C:14](=[CH:15][CH:16]=2)[NH:13][N:12]=[CH:11]3)[CH2:5][CH2:6]1)([CH3:28])[CH3:22]. The catalyst is CO.O.CC(C)=O.